From a dataset of NCI-60 drug combinations with 297,098 pairs across 59 cell lines. Regression. Given two drug SMILES strings and cell line genomic features, predict the synergy score measuring deviation from expected non-interaction effect. (1) Synergy scores: CSS=5.59, Synergy_ZIP=0.486, Synergy_Bliss=7.04, Synergy_Loewe=4.60, Synergy_HSA=4.69. Drug 2: CNC(=O)C1=CC=CC=C1SC2=CC3=C(C=C2)C(=NN3)C=CC4=CC=CC=N4. Drug 1: CC1=C(C=C(C=C1)NC2=NC=CC(=N2)N(C)C3=CC4=NN(C(=C4C=C3)C)C)S(=O)(=O)N.Cl. Cell line: PC-3. (2) Drug 1: C1=NC2=C(N1)C(=S)N=CN2. Drug 2: CC12CCC3C(C1CCC2OP(=O)(O)O)CCC4=C3C=CC(=C4)OC(=O)N(CCCl)CCCl.[Na+]. Cell line: MALME-3M. Synergy scores: CSS=21.9, Synergy_ZIP=-7.02, Synergy_Bliss=-1.73, Synergy_Loewe=-12.8, Synergy_HSA=-3.89. (3) Cell line: BT-549. Drug 2: COCCOC1=C(C=C2C(=C1)C(=NC=N2)NC3=CC=CC(=C3)C#C)OCCOC.Cl. Synergy scores: CSS=2.50, Synergy_ZIP=0.808, Synergy_Bliss=2.23, Synergy_Loewe=2.29, Synergy_HSA=-0.520. Drug 1: CC(C)CN1C=NC2=C1C3=CC=CC=C3N=C2N. (4) Drug 1: CC1CCC2CC(C(=CC=CC=CC(CC(C(=O)C(C(C(=CC(C(=O)CC(OC(=O)C3CCCCN3C(=O)C(=O)C1(O2)O)C(C)CC4CCC(C(C4)OC)O)C)C)O)OC)C)C)C)OC. Drug 2: COC1=C2C(=CC3=C1OC=C3)C=CC(=O)O2. Cell line: NCI-H460. Synergy scores: CSS=11.6, Synergy_ZIP=-2.73, Synergy_Bliss=-0.775, Synergy_Loewe=-12.6, Synergy_HSA=-1.22.